This data is from NCI-60 drug combinations with 297,098 pairs across 59 cell lines. The task is: Regression. Given two drug SMILES strings and cell line genomic features, predict the synergy score measuring deviation from expected non-interaction effect. (1) Drug 1: CC1=C2C(C(=O)C3(C(CC4C(C3C(C(C2(C)C)(CC1OC(=O)C(C(C5=CC=CC=C5)NC(=O)OC(C)(C)C)O)O)OC(=O)C6=CC=CC=C6)(CO4)OC(=O)C)O)C)O. Drug 2: C1CN1C2=NC(=NC(=N2)N3CC3)N4CC4. Cell line: COLO 205. Synergy scores: CSS=16.9, Synergy_ZIP=3.24, Synergy_Bliss=0.487, Synergy_Loewe=-10.8, Synergy_HSA=-9.91. (2) Drug 1: CCC1(CC2CC(C3=C(CCN(C2)C1)C4=CC=CC=C4N3)(C5=C(C=C6C(=C5)C78CCN9C7C(C=CC9)(C(C(C8N6C)(C(=O)OC)O)OC(=O)C)CC)OC)C(=O)OC)O.OS(=O)(=O)O. Drug 2: CCC1=C2CN3C(=CC4=C(C3=O)COC(=O)C4(CC)O)C2=NC5=C1C=C(C=C5)O. Cell line: EKVX. Synergy scores: CSS=13.1, Synergy_ZIP=-0.162, Synergy_Bliss=4.00, Synergy_Loewe=-2.73, Synergy_HSA=1.93. (3) Drug 1: CC1=C2C(C(=O)C3(C(CC4C(C3C(C(C2(C)C)(CC1OC(=O)C(C(C5=CC=CC=C5)NC(=O)OC(C)(C)C)O)O)OC(=O)C6=CC=CC=C6)(CO4)OC(=O)C)OC)C)OC. Drug 2: CC=C1C(=O)NC(C(=O)OC2CC(=O)NC(C(=O)NC(CSSCCC=C2)C(=O)N1)C(C)C)C(C)C. Cell line: HOP-92. Synergy scores: CSS=36.6, Synergy_ZIP=-5.76, Synergy_Bliss=-4.87, Synergy_Loewe=-5.16, Synergy_HSA=-2.44. (4) Drug 1: C(CN)CNCCSP(=O)(O)O. Drug 2: CC12CCC3C(C1CCC2OP(=O)(O)O)CCC4=C3C=CC(=C4)OC(=O)N(CCCl)CCCl.[Na+]. Cell line: LOX IMVI. Synergy scores: CSS=17.4, Synergy_ZIP=-12.4, Synergy_Bliss=-16.8, Synergy_Loewe=-10.9, Synergy_HSA=-9.36. (5) Drug 1: COC1=C(C=C2C(=C1)N=CN=C2NC3=CC(=C(C=C3)F)Cl)OCCCN4CCOCC4. Drug 2: CC12CCC3C(C1CCC2=O)CC(=C)C4=CC(=O)C=CC34C. Cell line: KM12. Synergy scores: CSS=57.5, Synergy_ZIP=5.02, Synergy_Bliss=9.51, Synergy_Loewe=10.2, Synergy_HSA=11.2. (6) Drug 2: CC1=C(C(=CC=C1)Cl)NC(=O)C2=CN=C(S2)NC3=CC(=NC(=N3)C)N4CCN(CC4)CCO. Cell line: M14. Drug 1: C1=CC(=CC=C1C#N)C(C2=CC=C(C=C2)C#N)N3C=NC=N3. Synergy scores: CSS=8.70, Synergy_ZIP=-4.46, Synergy_Bliss=-6.64, Synergy_Loewe=2.36, Synergy_HSA=-3.44. (7) Drug 1: CS(=O)(=O)C1=CC(=C(C=C1)C(=O)NC2=CC(=C(C=C2)Cl)C3=CC=CC=N3)Cl. Drug 2: CC1CCC2CC(C(=CC=CC=CC(CC(C(=O)C(C(C(=CC(C(=O)CC(OC(=O)C3CCCCN3C(=O)C(=O)C1(O2)O)C(C)CC4CCC(C(C4)OC)O)C)C)O)OC)C)C)C)OC. Cell line: U251. Synergy scores: CSS=32.1, Synergy_ZIP=5.93, Synergy_Bliss=6.91, Synergy_Loewe=-8.39, Synergy_HSA=9.57.